This data is from Forward reaction prediction with 1.9M reactions from USPTO patents (1976-2016). The task is: Predict the product of the given reaction. (1) Given the reactants [C:1]([C:5]1[CH:42]=[CH:41][C:8]([CH2:9][O:10][C:11]2[CH:16]=[CH:15][CH:14]=[CH:13][C:12]=2/[CH:17]=[CH:18]/[CH:19]([CH2:31][CH2:32][C:33]2[CH:38]=[CH:37][C:36]([C:39]#[N:40])=[CH:35][CH:34]=2)[CH2:20][C:21]2[CH:30]=[CH:29][C:24]([C:25]([O:27][CH3:28])=[O:26])=[CH:23][CH:22]=2)=[CH:7][CH:6]=1)([CH3:4])([CH3:3])[CH3:2].C[Si]([N:47]=[N+:48]=[N-:49])(C)C.C([Sn](=O)CCCC)CCC, predict the reaction product. The product is: [C:1]([C:5]1[CH:42]=[CH:41][C:8]([CH2:9][O:10][C:11]2[CH:16]=[CH:15][CH:14]=[CH:13][C:12]=2/[CH:17]=[CH:18]/[CH:19]([CH2:31][CH2:32][C:33]2[CH:38]=[CH:37][C:36]([C:39]3[NH:49][N:48]=[N:47][N:40]=3)=[CH:35][CH:34]=2)[CH2:20][C:21]2[CH:22]=[CH:23][C:24]([C:25]([O:27][CH3:28])=[O:26])=[CH:29][CH:30]=2)=[CH:7][CH:6]=1)([CH3:4])([CH3:2])[CH3:3]. (2) Given the reactants [O:1]=[C:2]1[C:11]2[C:6](=[CH:7][CH:8]=[CH:9][CH:10]=2)[C:5]([C:12]2[CH:17]=[CH:16][CH:15]=[CH:14][CH:13]=2)=[C:4]([CH2:18][N:19]([C:27]2[N:35]=[CH:34][N:33]=[C:32]3[C:28]=2[N:29]=[CH:30][N:31]3C(C2C=CC=CC=2)(C2C=CC=CC=2)C2C=CC=CC=2)C(=O)OC(C)(C)C)[O:3]1.C(O)(C(F)(F)F)=O, predict the reaction product. The product is: [N:35]1[C:27]([NH:19][CH2:18][C:4]2[O:3][C:2](=[O:1])[C:11]3[C:6]([C:5]=2[C:12]2[CH:13]=[CH:14][CH:15]=[CH:16][CH:17]=2)=[CH:7][CH:8]=[CH:9][CH:10]=3)=[C:28]2[C:32]([NH:31][CH:30]=[N:29]2)=[N:33][CH:34]=1. (3) Given the reactants [F:1][C@H:2]1[CH2:6][CH2:5][N:4](C(OC(C)(C)C)=O)[C@@H:3]1[C:14](=[O:33])[NH:15][C:16]1[CH:21]=[C:20]([C:22]2[CH:27]=[N:26][C:25]([C:28]([F:31])([F:30])[F:29])=[CH:24][N:23]=2)[CH:19]=[C:18]([F:32])[CH:17]=1.[ClH:34], predict the reaction product. The product is: [ClH:34].[F:1][C@H:2]1[CH2:6][CH2:5][NH:4][C@@H:3]1[C:14]([NH:15][C:16]1[CH:21]=[C:20]([C:22]2[CH:27]=[N:26][C:25]([C:28]([F:30])([F:31])[F:29])=[CH:24][N:23]=2)[CH:19]=[C:18]([F:32])[CH:17]=1)=[O:33]. (4) The product is: [Cl:8][C:4]1[N:3]=[C:2]([NH:12][C@H:14]([C:15]2[CH:29]=[CH:30][CH:25]=[CH:26][CH:27]=2)[CH3:16])[CH:7]=[N:6][CH:5]=1. Given the reactants Cl[C:2]1[CH:7]=[N:6][CH:5]=[C:4]([Cl:8])[N:3]=1.C([N:12]([CH:14]([CH3:16])[CH3:15])C)(C)C.CC(OC(N[CH:25]1[CH2:30][CH2:29]C(N)[CH2:27][CH2:26]1)=O)(C)C.O, predict the reaction product. (5) Given the reactants [NH2:1][CH2:2][C@H:3]([OH:27])[C@@H:4]([NH:19][C:20](=[O:26])[O:21][C:22]([CH3:25])([CH3:24])[CH3:23])[CH2:5][C@H:6]([CH2:10][O:11][CH2:12][C:13]1[CH:18]=[CH:17][CH:16]=[CH:15][CH:14]=1)[CH:7]([CH3:9])[CH3:8].[CH3:28][C:29]([CH3:37])([CH2:33][CH2:34][CH2:35][CH3:36])[C:30](O)=[O:31].C1C=CC2N(O)N=NC=2C=1.CCN=C=NCCCN(C)C.Cl.CCN(C(C)C)C(C)C, predict the reaction product. The product is: [CH2:12]([O:11][CH2:10][C@H:6]([CH:7]([CH3:9])[CH3:8])[CH2:5][C@H:4]([NH:19][C:20](=[O:26])[O:21][C:22]([CH3:25])([CH3:24])[CH3:23])[C@@H:3]([OH:27])[CH2:2][NH:1][C:30](=[O:31])[C:29]([CH3:37])([CH3:28])[CH2:33][CH2:34][CH2:35][CH3:36])[C:13]1[CH:18]=[CH:17][CH:16]=[CH:15][CH:14]=1.